From a dataset of Full USPTO retrosynthesis dataset with 1.9M reactions from patents (1976-2016). Predict the reactants needed to synthesize the given product. (1) Given the product [C:32]([C:34]1[CH:35]=[C:36]([C:7]2[CH:8]=[CH:9][C:10]3[N:11]([C:13]([S:16][C:17]4[CH:18]=[CH:19][C:20]5[N:21]([CH:23]=[C:24]([NH:26][C:27]([CH:29]6[CH2:30][CH2:31]6)=[O:28])[N:25]=5)[N:22]=4)=[N:14][N:15]=3)[CH:12]=2)[CH:37]=[N:38][C:39]=1[O:40][CH2:41][O:42][CH2:43][CH2:44][Si:45]([CH3:48])([CH3:47])[CH3:46])#[N:33], predict the reactants needed to synthesize it. The reactants are: CN1C=C([C:7]2[CH:8]=[CH:9][C:10]3[N:11]([C:13]([S:16][C:17]4[CH:18]=[CH:19][C:20]5[N:21]([CH:23]=[C:24]([NH:26][C:27]([CH:29]6[CH2:31][CH2:30]6)=[O:28])[N:25]=5)[N:22]=4)=[N:14][N:15]=3)[CH:12]=2)C=N1.[C:32]([C:34]1[CH:35]=[C:36](B(O)O)[CH:37]=[N:38][C:39]=1[O:40][CH2:41][O:42][CH2:43][CH2:44][Si:45]([CH3:48])([CH3:47])[CH3:46])#[N:33]. (2) Given the product [Cl:12][C:13]1[CH:14]=[C:15]([NH:16][C:7](=[O:9])[C:6]2[CH:10]=[C:2]([I:1])[CH:3]=[CH:4][C:5]=2[OH:11])[CH:17]=[C:18]([Cl:20])[CH:19]=1, predict the reactants needed to synthesize it. The reactants are: [I:1][C:2]1[CH:10]=[C:6]([C:7]([OH:9])=O)[C:5]([OH:11])=[CH:4][CH:3]=1.[Cl:12][C:13]1[CH:14]=[C:15]([CH:17]=[C:18]([Cl:20])[CH:19]=1)[NH2:16]. (3) Given the product [O:18]([C:25]1[CH:26]=[C:27]([C:31]23[CH2:36][CH2:35][C:34]([CH2:39][CH2:40][CH:41]4[CH2:1][CH:42]4[C:43]([O:45][CH3:46])=[O:44])([CH2:37][CH2:38]2)[CH2:33][O:32]3)[CH:28]=[CH:29][CH:30]=1)[C:19]1[CH:20]=[CH:21][CH:22]=[CH:23][CH:24]=1, predict the reactants needed to synthesize it. The reactants are: [CH3:1]COCC.[OH-].[K+].CN(N=O)C(N[N+]([O-])=O)=N.[O:18]([C:25]1[CH:26]=[C:27]([C:31]23[CH2:38][CH2:37][C:34]([CH2:39][CH2:40]/[CH:41]=[CH:42]/[C:43]([O:45][CH3:46])=[O:44])([CH2:35][CH2:36]2)[CH2:33][O:32]3)[CH:28]=[CH:29][CH:30]=1)[C:19]1[CH:24]=[CH:23][CH:22]=[CH:21][CH:20]=1. (4) Given the product [Br:1][C:2]1[CH:7]=[C:6]2[N:8]([C:17]3[C:26]4[C:21](=[CH:22][CH:23]=[C:24]([Cl:27])[CH:25]=4)[N:20]=[C:19]([CH3:28])[C:18]=3[CH3:29])[CH2:9][C:10]3([CH2:15][CH2:14][O:13][CH2:12][CH2:11]3)[C:5]2=[CH:4][CH:3]=1, predict the reactants needed to synthesize it. The reactants are: [Br:1][C:2]1[CH:7]=[C:6]2[NH:8][CH2:9][C:10]3([CH2:15][CH2:14][O:13][CH2:12][CH2:11]3)[C:5]2=[CH:4][CH:3]=1.Cl[C:17]1[C:26]2[C:21](=[CH:22][CH:23]=[C:24]([Cl:27])[CH:25]=2)[N:20]=[C:19]([CH3:28])[C:18]=1[CH3:29].